This data is from Forward reaction prediction with 1.9M reactions from USPTO patents (1976-2016). The task is: Predict the product of the given reaction. (1) Given the reactants [CH:1]([CH:3]1[C:12]2[C:7](=[CH:8][C:9]([C:13]#[N:14])=[CH:10][CH:11]=2)[O:6][CH2:5][CH2:4]1)=O.[CH3:15][C:16]1[C:24]2[CH2:23][O:22][C:21](=[O:25])[C:20]=2[CH:19]=[CH:18][C:17]=1[CH2:26][CH2:27][N:28]1[CH2:33][CH2:32][NH:31][CH2:30][CH2:29]1.C(O[BH-](OC(=O)C)OC(=O)C)(=O)C.[Na+].CCN(C(C)C)C(C)C, predict the reaction product. The product is: [CH3:15][C:16]1[C:24]2[CH2:23][O:22][C:21](=[O:25])[C:20]=2[CH:19]=[CH:18][C:17]=1[CH2:26][CH2:27][N:28]1[CH2:33][CH2:32][N:31]([CH2:1][CH:3]2[C:12]3[C:7](=[CH:8][C:9]([C:13]#[N:14])=[CH:10][CH:11]=3)[O:6][CH2:5][CH2:4]2)[CH2:30][CH2:29]1. (2) Given the reactants Cl[C:2]1[CH:3]=[CH:4][C:5]([O:21][C:22]([F:25])([F:24])[F:23])=[C:6]([CH:20]=1)[CH2:7][O:8][C:9]1[CH:14]=[CH:13][CH:12]=[CH:11][C:10]=1[CH2:15][C:16]([O:18]C)=[O:17].[OH:26][CH2:27][C@@H:28]([NH:44]C(=O)OC(C)(C)C)[C:29]1[CH:34]=[CH:33][CH:32]=[C:31](B2OC(C)(C)C(C)(C)O2)[CH:30]=1, predict the reaction product. The product is: [NH2:44][C@@H:28]([C:29]1[CH:30]=[C:31]([C:2]2[CH:3]=[CH:4][C:5]([O:21][C:22]([F:23])([F:24])[F:25])=[C:6]([CH2:7][O:8][C:9]3[CH:14]=[CH:13][CH:12]=[CH:11][C:10]=3[CH2:15][C:16]([OH:18])=[O:17])[CH:20]=2)[CH:32]=[CH:33][CH:34]=1)[CH2:27][OH:26]. (3) Given the reactants CS(O)(=O)=O.C([O:10][C:11](=O)[NH:12][C@@H:13]1[CH2:18][C@@H:17]([C:19]([N:21]([CH3:23])[CH3:22])=[O:20])[CH2:16][CH2:15][C@@H:14]1[NH:24][C:25](=[O:36])[C:26]([NH:28][C:29]1[CH:34]=[CH:33][C:32]([Cl:35])=[CH:31][N:30]=1)=[O:27])(C)(C)C.Cl.[CH3:39][N:40]1[CH2:45][CH2:44][C:43]2[N:46]=[C:47](C(O)=O)[S:48][C:42]=2[CH2:41]1.ON1C2C=CC=CC=2N=N1.Cl.C(N=C=NCCCN(C)C)C, predict the reaction product. The product is: [Cl:35][C:32]1[CH:33]=[CH:34][C:29]([NH:28][C:26](=[O:27])[C:25]([NH:24][C@H:14]2[CH2:15][CH2:16][C@H:17]([C:19](=[O:20])[N:21]([CH3:22])[CH3:23])[CH2:18][C@H:13]2[NH:12][C:11]([C:47]2[S:48][C:42]3[CH2:41][N:40]([CH3:39])[CH2:45][CH2:44][C:43]=3[N:46]=2)=[O:10])=[O:36])=[N:30][CH:31]=1. (4) Given the reactants [F:1][C:2]1[C:3]([C:17]2[S:21][C:20]3[C:22]([C:26]4[CH:31]=[CH:30][N:29]=[CH:28][C:27]=4[NH:32]C(=O)C(C)(C)C)=[CH:23][CH:24]=[CH:25][C:19]=3[CH:18]=2)=[N:4][C:5]([NH:8][CH2:9][CH2:10][N:11]2[CH2:15][CH2:14][NH:13][C:12]2=[O:16])=[N:6][CH:7]=1.OS(O)(=O)=O, predict the reaction product. The product is: [NH2:32][C:27]1[CH:28]=[N:29][CH:30]=[CH:31][C:26]=1[C:22]1[C:20]2[S:21][C:17]([C:3]3[C:2]([F:1])=[CH:7][N:6]=[C:5]([NH:8][CH2:9][CH2:10][N:11]4[CH2:15][CH2:14][NH:13][C:12]4=[O:16])[N:4]=3)=[CH:18][C:19]=2[CH:25]=[CH:24][CH:23]=1. (5) Given the reactants [CH3:1][C:2]1[CH:10]=[CH:9][C:8]([N+:11]([O-:13])=[O:12])=[CH:7][C:3]=1[C:4](O)=O.CN(C)[CH:16]=[O:17].[C:19](Cl)(=[O:23])[C:20](Cl)=O.[Si](C=[N+]=[N-])(C)(C)C, predict the reaction product. The product is: [CH3:1][C:2]1[CH:10]=[CH:9][C:8]([N+:11]([O-:13])=[O:12])=[CH:7][C:3]=1[CH2:4][C:16]([O:23][CH2:19][C:20]1[CH:9]=[CH:10][CH:2]=[CH:3][CH:4]=1)=[O:17]. (6) Given the reactants B(F)(F)F.CCOCC.[Br:10][C:11]1[C:12]([CH3:18])=[C:13](N)[CH:14]=[N:15][CH:16]=1.COCCOC.N(OC(C)(C)C)=O.[C:32]([O:35]C(=O)C)(=[O:34])[CH3:33], predict the reaction product. The product is: [C:32]([O:35][C:13]1[CH:14]=[N:15][CH:16]=[C:11]([Br:10])[C:12]=1[CH3:18])(=[O:34])[CH3:33]. (7) Given the reactants C(O[C:4](=[O:16])[C:5]([C:7]1[C:15]2[C:10](=[CH:11][CH:12]=[CH:13][CH:14]=2)[NH:9][CH:8]=1)=O)C.Cl.[CH3:18][O:19][C:20]1[CH:28]=[CH:27][C:23]([CH2:24][NH:25][NH2:26])=[CH:22][CH:21]=1, predict the reaction product. The product is: [CH3:18][O:19][C:20]1[CH:28]=[CH:27][C:23]([CH2:24][N:25]2[CH:8]=[C:7]3[C:5]([C:4](=[O:16])[NH:9][C:10]4[CH:11]=[CH:12][CH:13]=[CH:14][C:15]=43)=[N:26]2)=[CH:22][CH:21]=1.